This data is from Reaction yield outcomes from USPTO patents with 853,638 reactions. The task is: Predict the reaction yield, written as a fraction of the theoretical maximum amount of product (1.0 means a 100% yield; for example, 0.34 means a 34% yield). (1) The reactants are [C:1]([C:5]1[CH:28]=[CH:27][CH:26]=[CH:25][C:6]=1[O:7][CH2:8][CH2:9][N:10]([CH3:24])[C:11](=[O:23])[NH:12][C:13]1[C:18]([C:19]([O:21]C)=[O:20])=[CH:17][N:16]=[CH:15][CH:14]=1)([CH3:4])([CH3:3])[CH3:2].O[Li].O.Cl. The catalyst is C1COCC1.CO.O. The yield is 0.850. The product is [C:1]([C:5]1[CH:28]=[CH:27][CH:26]=[CH:25][C:6]=1[O:7][CH2:8][CH2:9][N:10]([CH3:24])[C:11](=[O:23])[NH:12][C:13]1[C:18]([C:19]([OH:21])=[O:20])=[CH:17][N:16]=[CH:15][CH:14]=1)([CH3:4])([CH3:2])[CH3:3]. (2) The reactants are [F:1][C:2]1[CH:7]=[CH:6][C:5]([CH2:8][CH2:9][CH2:10][CH2:11][CH2:12][CH2:13][CH2:14][C:15]([OH:17])=O)=[CH:4][C:3]=1[CH3:18].C(N(CC)CC)C.C(Cl)(=O)C(C)(C)C.[Li+].[Cl-].[CH2:35]([C@@H:42]1[CH2:46][O:45][C:44](=[O:47])[NH:43]1)[C:36]1[CH:41]=[CH:40][CH:39]=[CH:38][CH:37]=1. The catalyst is C1COCC1.C(OCC)(=O)C. The product is [F:1][C:2]1[CH:7]=[CH:6][C:5]([CH2:8][CH2:9][CH2:10][CH2:11][CH2:12][CH2:13][CH2:14][C:15]([N:43]2[C@H:42]([CH2:35][C:36]3[CH:41]=[CH:40][CH:39]=[CH:38][CH:37]=3)[CH2:46][O:45][C:44]2=[O:47])=[O:17])=[CH:4][C:3]=1[CH3:18]. The yield is 0.900. (3) The reactants are [C:1]([NH2:5])(=[O:4])[CH:2]=[CH2:3].Br[C:7]1[CH:12]=[CH:11][C:10]([Cl:13])=[C:9]([CH2:14][CH3:15])[CH:8]=1.C(N(CCC)CCC)CC.CC1CCCO1.[Na+].[Cl-]. The catalyst is CN(C=O)C.CC(O)C.CC([O-])=O.CC([O-])=O.[Pd+2].CC1C=CC=CC=1P(C1C=CC=CC=1C)C1C=CC=CC=1C. The product is [Cl:13][C:10]1[CH:11]=[CH:12][C:7](/[CH:3]=[CH:2]/[C:1]([NH2:5])=[O:4])=[CH:8][C:9]=1[CH2:14][CH3:15]. The yield is 0.770. (4) The reactants are Cl[C:2]1[S:10][C:9]2[C:8]([C:11]([C:13]3[S:14][CH:15]=[CH:16][CH:17]=3)=[O:12])=[N:7][C:6]([NH:18][CH2:19][C:20]3[CH:21]=[N:22][CH:23]=[CH:24][CH:25]=3)=[N:5][C:4]=2[CH:3]=1.[C:26](P(C(C)(C)C)C(C)(C)C)(C)(C)[CH3:27].C(C([Sn])=C(CCCC)CCCC)CCC.C(=O)([O-])[O-].[Cs+].[Cs+].Cl. The catalyst is O1CCCC1. The product is [N:22]1[CH:23]=[CH:24][CH:25]=[C:20]([CH2:19][NH:18][C:6]2[N:7]=[C:8]([C:11]([C:13]3[S:14][CH:15]=[CH:16][CH:17]=3)=[O:12])[C:9]3[S:10][C:2]([CH:26]=[CH2:27])=[CH:3][C:4]=3[N:5]=2)[CH:21]=1. The yield is 0.510. (5) The reactants are C([O-])([O-])=O.[K+].[K+].[CH:7]12[CH2:13][CH:10]([CH2:11][CH2:12]1)[CH2:9][CH:8]2[CH2:14][NH:15][C:16](=[O:24])[C:17]1[CH:22]=[CH:21][CH:20]=[N:19][C:18]=1[SH:23].Br[CH2:26][CH2:27][CH2:28][C:29]1[CH:34]=[CH:33][C:32]([F:35])=[CH:31][CH:30]=1.CCCCCC.CC(=O)OCC. The catalyst is CN(C=O)C. The product is [CH:10]12[CH2:13][CH:7]([CH:8]([CH2:14][NH:15][C:16]([C:17]3[C:18]([S:23][CH2:26][CH2:27][CH2:28][C:29]4[CH:34]=[CH:33][C:32]([F:35])=[CH:31][CH:30]=4)=[N:19][CH:20]=[CH:21][CH:22]=3)=[O:24])[CH2:9]1)[CH2:12][CH2:11]2. The yield is 0.710.